From a dataset of Full USPTO retrosynthesis dataset with 1.9M reactions from patents (1976-2016). Predict the reactants needed to synthesize the given product. (1) Given the product [I:15][C:13]1[N:12]=[C:11]([CH3:16])[N:10]([CH2:9][CH2:8][NH2:7])[CH:14]=1.[ClH:18], predict the reactants needed to synthesize it. The reactants are: C(OC(=O)[NH:7][CH2:8][CH2:9][N:10]1[CH:14]=[C:13]([I:15])[N:12]=[C:11]1[CH3:16])(C)(C)C.[ClH:18].O1CCOCC1. (2) Given the product [CH3:26][N:25]([CH3:27])[C:23](=[O:24])[CH2:22][P:11](=[O:18])([O:12][CH2:13][C:14]([F:17])([F:15])[F:16])[O:10][CH2:9][C:8]([F:7])([F:19])[F:20], predict the reactants needed to synthesize it. The reactants are: CC(C)([O-])C.[K+].[F:7][C:8]([F:20])([F:19])[CH2:9][O:10][P:11]([O-:18])[O:12][CH2:13][C:14]([F:17])([F:16])[F:15].Br[CH2:22][C:23]([N:25]([CH3:27])[CH3:26])=[O:24]. (3) Given the product [CH3:29][C:30]1[CH:37]=[CH:36][CH:35]=[C:34]([CH3:38])[C:31]=1[CH2:32][O:1][C:2]1[CH:3]=[C:4]([CH:10]=[CH:11][C:12]=1[O:13][CH3:14])[C:5]([O:7][CH2:8][CH3:9])=[O:6], predict the reactants needed to synthesize it. The reactants are: [OH:1][C:2]1[CH:3]=[C:4]([CH:10]=[CH:11][C:12]=1[O:13][CH3:14])[C:5]([O:7][CH2:8][CH3:9])=[O:6].N(C(OC(C)C)=O)=NC(OC(C)C)=O.[CH3:29][C:30]1[CH:37]=[CH:36][CH:35]=[C:34]([CH3:38])[C:31]=1[CH2:32]O.C1(P(C2C=CC=CC=2)C2C=CC=CC=2)C=CC=CC=1. (4) Given the product [C:31]([C:28]1[CH:27]=[CH:26][C:25]([C:22]2[S:21][CH:20]=[C:19]([C:17](=[N:16][NH:15][C:13](=[O:14])[C:11]3[CH:10]=[CH:9][C:5]([C:6]([N:54]4[CH2:55][CH2:56][N:51]([CH3:50])[CH2:52][CH2:53]4)=[O:7])=[C:4]([N+:1]([O-:3])=[O:2])[CH:12]=3)[CH3:18])[C:23]=2[OH:24])=[CH:30][CH:29]=1)([CH3:34])([CH3:32])[CH3:33], predict the reactants needed to synthesize it. The reactants are: [N+:1]([C:4]1[CH:12]=[C:11]([C:13]([NH:15][N:16]=[C:17]([C:19]2[C:23]([OH:24])=[C:22]([C:25]3[CH:30]=[CH:29][C:28]([C:31]([CH3:34])([CH3:33])[CH3:32])=[CH:27][CH:26]=3)[S:21][CH:20]=2)[CH3:18])=[O:14])[CH:10]=[CH:9][C:5]=1[C:6](O)=[O:7])([O-:3])=[O:2].C(N(CC)CC)C.ClC(OCC(C)C)=O.[CH3:50][N:51]1[CH2:56][CH2:55][NH:54][CH2:53][CH2:52]1.Cl. (5) The reactants are: [H-].[Na+].[NH:3]1[C:11]2[C:6](=[CH:7][CH:8]=[CH:9][N:10]=2)[CH:5]=[CH:4]1.[CH3:12][Si:13]([CH3:20])([CH3:19])[CH2:14][CH2:15][O:16][CH2:17]Cl.O. Given the product [CH3:12][Si:13]([CH3:20])([CH3:19])[CH2:14][CH2:15][O:16][CH2:17][N:3]1[C:11]2=[N:10][CH:9]=[CH:8][CH:7]=[C:6]2[CH:5]=[CH:4]1, predict the reactants needed to synthesize it. (6) Given the product [NH2:23][CH:24]([CH2:32][C:33]1[CH:37]=[CH:36][S:35][N:34]=1)[C:25]([O:27][C:28]([CH3:31])([CH3:30])[CH3:29])=[O:26], predict the reactants needed to synthesize it. The reactants are: NC(CC1N=CSC=1)C(OC(C)(C)C)=O.C1(C(C2C=CC=CC=2)=[N:23][CH:24]([CH2:32][C:33]2[CH:37]=[CH:36][S:35][N:34]=2)[C:25]([O:27][C:28]([CH3:31])([CH3:30])[CH3:29])=[O:26])C=CC=CC=1.